Task: Predict the product of the given reaction.. Dataset: Forward reaction prediction with 1.9M reactions from USPTO patents (1976-2016) (1) Given the reactants [NH2:1][C:2]1[CH:27]=[N:26][C:5]2[N:6]=[C:7]([N:13]3[CH2:16][CH:15]([N:17](C)[C:18](=O)OC(C)(C)C)[CH2:14]3)[C:8]3[N:9]([CH:10]=[N:11][N:12]=3)[C:4]=2[CH:3]=1.C(O)(C(F)(F)F)=O, predict the reaction product. The product is: [CH3:18][NH:17][CH:15]1[CH2:14][N:13]([C:7]2[C:8]3[N:9]([CH:10]=[N:11][N:12]=3)[C:4]3[CH:3]=[C:2]([NH2:1])[CH:27]=[N:26][C:5]=3[N:6]=2)[CH2:16]1. (2) Given the reactants [Cl:1][CH2:2][C@H:3]1[C:11]2[C:6](=[CH:7][C:8]([OH:16])=[C:9]3[S:14][CH:13]=[C:12]([CH3:15])[C:10]3=2)[N:5]([C:17]([O:19][C:20]([CH3:23])([CH3:22])[CH3:21])=[O:18])[CH2:4]1.N1C=CC=CC=1.[C:30](Cl)(=[O:32])[CH3:31], predict the reaction product. The product is: [C:30]([O:16][C:8]1[CH:7]=[C:6]2[C:11]([C@@H:3]([CH2:2][Cl:1])[CH2:4][N:5]2[C:17]([O:19][C:20]([CH3:23])([CH3:22])[CH3:21])=[O:18])=[C:10]2[C:12]([CH3:15])=[CH:13][S:14][C:9]=12)(=[O:32])[CH3:31]. (3) Given the reactants [CH3:1]I.C[O:4][C:5]1[C:10]([CH:11]=[CH:12][O:13][CH3:14])=[C:9]([O:15][CH3:16])[CH:8]=[CH:7][N:6]=1, predict the reaction product. The product is: [CH3:16][O:15][C:9]1[CH:8]=[CH:7][N:6]([CH3:1])[C:5](=[O:4])[C:10]=1[CH:11]=[CH:12][O:13][CH3:14]. (4) Given the reactants FC1C=C(CN)C=NC=1.[N:10]1[CH:15]=[CH:14][CH:13]=[C:12]([CH2:16][NH2:17])[N:11]=1.[CH:18]1([CH2:21][N:22]2[CH2:26][CH2:25][N:24]([C:27]3[S:28][C:29]([C:33](O)=[O:34])=[C:30]([CH3:32])[N:31]=3)[C:23]2=[O:36])[CH2:20][CH2:19]1, predict the reaction product. The product is: [CH:18]1([CH2:21][N:22]2[CH2:26][CH2:25][N:24]([C:27]3[S:28][C:29]([C:33]([NH:17][CH2:16][C:12]4[N:11]=[N:10][CH:15]=[CH:14][CH:13]=4)=[O:34])=[C:30]([CH3:32])[N:31]=3)[C:23]2=[O:36])[CH2:19][CH2:20]1. (5) Given the reactants [CH2:1]([O:4][N:5]([C@H:21]1[CH2:26][N:25](C(OC(C)(C)C)=O)[C@H:24]([CH2:34][O:35][Si:36]([C:39]([CH3:42])([CH3:41])[CH3:40])([CH3:38])[CH3:37])[CH:23]=[CH:22]1)[S:6]([C:9]1[CH:14]=[CH:13][C:12]([N+:15]([O-:17])=[O:16])=[CH:11][C:10]=1[N+:18]([O-:20])=[O:19])(=[O:8])=[O:7])[CH:2]=[CH2:3], predict the reaction product. The product is: [CH2:1]([O:4][N:5]([C@@H:21]1[CH:22]=[CH:23][C@@H:24]([CH2:34][O:35][Si:36]([C:39]([CH3:42])([CH3:41])[CH3:40])([CH3:37])[CH3:38])[NH:25][CH2:26]1)[S:6]([C:9]1[CH:14]=[CH:13][C:12]([N+:15]([O-:17])=[O:16])=[CH:11][C:10]=1[N+:18]([O-:20])=[O:19])(=[O:8])=[O:7])[CH:2]=[CH2:3]. (6) The product is: [Br:1][C:2]1[CH:3]=[CH:4][C:5]([O:8][CH2:9][C:10]([O:12][CH3:13])=[O:11])=[CH:6][N+:7]=1[O-:22]. Given the reactants [Br:1][C:2]1[N:7]=[CH:6][C:5]([O:8][CH2:9][C:10]([O:12][CH3:13])=[O:11])=[CH:4][CH:3]=1.ClC1C=CC=C(C(OO)=[O:22])C=1, predict the reaction product. (7) Given the reactants [NH2:1][C:2]1[N:7]=[N:6][C:5]([N:8]2[CH2:13][CH2:12][N:11]([C:14](=[S:26])[NH:15][C:16]3[CH:25]=[CH:24][CH:23]=[C:22]4[C:17]=3[CH:18]=[CH:19][CH:20]=[N:21]4)[CH:10]([CH:27]([CH3:29])[CH3:28])[CH2:9]2)=[CH:4][CH:3]=1.[CH3:30][C:31]([CH3:33])=O.C(O)(=O)C.C(O[BH-](OC(=O)C)OC(=O)C)(=O)C.[Na+], predict the reaction product. The product is: [CH:27]([CH:10]1[CH2:9][N:8]([C:5]2[N:6]=[N:7][C:2]([NH:1][CH:31]([CH3:33])[CH3:30])=[CH:3][CH:4]=2)[CH2:13][CH2:12][N:11]1[C:14](=[S:26])[NH:15][C:16]1[CH:25]=[CH:24][CH:23]=[C:22]2[C:17]=1[CH:18]=[CH:19][CH:20]=[N:21]2)([CH3:29])[CH3:28]. (8) Given the reactants [Cl-].O[NH3+:3].[C:4](=[O:7])([O-])[OH:5].[Na+].CS(C)=O.[F:13][C:14]1[CH:19]=[C:18]([CH2:20][C:21]2[C:26](=[O:27])[N:25]([C:28]3[CH:33]=[CH:32][C:31]([O:34][CH:35]([CH3:37])[CH3:36])=[CH:30][CH:29]=3)[C:24]([CH3:38])=[N:23][C:22]=2[CH2:39][CH2:40][CH3:41])[CH:17]=[CH:16][C:15]=1[C:42]1[C:43]([C:48]#[N:49])=[CH:44][CH:45]=[CH:46][CH:47]=1, predict the reaction product. The product is: [F:13][C:14]1[CH:19]=[C:18]([CH2:20][C:21]2[C:26](=[O:27])[N:25]([C:28]3[CH:29]=[CH:30][C:31]([O:34][CH:35]([CH3:36])[CH3:37])=[CH:32][CH:33]=3)[C:24]([CH3:38])=[N:23][C:22]=2[CH2:39][CH2:40][CH3:41])[CH:17]=[CH:16][C:15]=1[C:42]1[CH:47]=[CH:46][CH:45]=[CH:44][C:43]=1[C:48]1[NH:3][C:4](=[O:7])[O:5][N:49]=1. (9) Given the reactants [Br:1][C:2]1[CH:7]=[C:6]([CH3:8])[C:5]([NH:9][C:10]2[N:14]([CH3:15])[C:13]3[C:16]([C:20]([O:22]C)=[O:21])=[CH:17][CH:18]=[CH:19][C:12]=3[N:11]=2)=[C:4]([O:24][CH3:25])[CH:3]=1.O.[OH-].[Li+], predict the reaction product. The product is: [Br:1][C:2]1[CH:7]=[C:6]([CH3:8])[C:5]([NH:9][C:10]2[N:14]([CH3:15])[C:13]3[C:16]([C:20]([OH:22])=[O:21])=[CH:17][CH:18]=[CH:19][C:12]=3[N:11]=2)=[C:4]([O:24][CH3:25])[CH:3]=1. (10) Given the reactants Br[C:2]1[CH:15]=[N:14][C:5]2[NH:6][C:7](=[O:13])[C:8]([CH3:12])([CH3:11])[NH:9][CH2:10][C:4]=2[CH:3]=1.[CH3:16][O:17][C:18]1[C:19]([O:31][CH2:32][CH2:33][CH3:34])=[C:20]([CH:28]=[CH:29][CH:30]=1)[CH2:21][N:22]([CH3:27])[C:23](=[O:26])[CH:24]=[CH2:25].C(N(C(C)C)C(C)C)C.CC1C=CC=CC=1P(C1C=CC=CC=1C)C1C=CC=CC=1C, predict the reaction product. The product is: [CH3:11][C:8]1([CH3:12])[C:7](=[O:13])[NH:6][C:5]2[N:14]=[CH:15][C:2](/[CH:25]=[CH:24]/[C:23]([N:22]([CH2:21][C:20]3[CH:28]=[CH:29][CH:30]=[C:18]([O:17][CH3:16])[C:19]=3[O:31][CH2:32][CH2:33][CH3:34])[CH3:27])=[O:26])=[CH:3][C:4]=2[CH2:10][NH:9]1.